Dataset: HIV replication inhibition screening data with 41,000+ compounds from the AIDS Antiviral Screen. Task: Binary Classification. Given a drug SMILES string, predict its activity (active/inactive) in a high-throughput screening assay against a specified biological target. (1) The drug is COc1ccc(C23OCCN2C(=O)c2ccccc23)cc1. The result is 0 (inactive). (2) The compound is CN1C(=CN=O)C(C)(C)N(O)C1(C)C. The result is 0 (inactive). (3) The result is 0 (inactive). The drug is COc1ccc2c(c1)[nH]c1c3ccc(OC)cc3oc(=O)c21. (4) The drug is CCC(=O)NS(=NS(=O)(=O)c1ccccc1)C(Cl)(Cl)Cl. The result is 0 (inactive). (5) The molecule is COc1ccc(C(=O)C=Cc2ccncc2)cc1OC. The result is 0 (inactive). (6) The drug is CC(=O)OCC1OC(n2c(Br)nc3c2c(=O)n(C)c(=O)n3C)C(OC(C)=O)C1OC(C)=O. The result is 0 (inactive). (7) The molecule is CC1CC2C3CCC4=CC(=O)CCC4(C)C3(F)C(O)CC2(C)C1(C)O. The result is 0 (inactive).